This data is from Full USPTO retrosynthesis dataset with 1.9M reactions from patents (1976-2016). The task is: Predict the reactants needed to synthesize the given product. (1) Given the product [F:32][C:30]1[CH:31]=[C:26]([C:23]2[CH:24]=[CH:25][C:20]([B:10]3[O:11][C:12]([CH3:17])([CH3:18])[C:13]([CH3:15])([CH3:16])[O:14]3)=[C:21]([O:35][CH3:36])[CH:22]=2)[C:27]([O:33][CH3:34])=[N:28][CH:29]=1, predict the reactants needed to synthesize it. The reactants are: [B:10]1([B:10]2[O:14][C:13]([CH3:16])([CH3:15])[C:12]([CH3:18])([CH3:17])[O:11]2)[O:14][C:13]([CH3:16])([CH3:15])[C:12]([CH3:18])([CH3:17])[O:11]1.Br[C:20]1[CH:25]=[CH:24][C:23]([C:26]2[C:27]([O:33][CH3:34])=[N:28][CH:29]=[C:30]([F:32])[CH:31]=2)=[CH:22][C:21]=1[O:35][CH3:36].C([O-])(=O)C.[K+].O. (2) Given the product [F:21][C:22]1[CH:27]=[C:26]([F:28])[CH:25]=[CH:24][C:23]=1[C:2]1[N:7]=[CH:6][N:5]=[C:4]([N:8]2[CH2:13][CH2:12][N:11]([C:14]([O:16][C:17]([CH3:20])([CH3:19])[CH3:18])=[O:15])[CH2:10][CH2:9]2)[CH:3]=1, predict the reactants needed to synthesize it. The reactants are: Cl[C:2]1[N:7]=[CH:6][N:5]=[C:4]([N:8]2[CH2:13][CH2:12][N:11]([C:14]([O:16][C:17]([CH3:20])([CH3:19])[CH3:18])=[O:15])[CH2:10][CH2:9]2)[CH:3]=1.[F:21][C:22]1[CH:27]=[C:26]([F:28])[CH:25]=[CH:24][C:23]=1B(O)O.C(=O)([O-])[O-].[Na+].[Na+].C1(C)C=CC=CC=1. (3) Given the product [OH:37][C@@:29]1([C:38]([F:39])([F:40])[F:41])[C:28]2[CH:27]=[C:26]([CH3:42])[CH:25]=[C:24]([C:11]3[CH:10]=[N:9][N:8]([CH2:7][C:6]([O:5][C:1]([CH3:2])([CH3:3])[CH3:4])=[O:22])[CH:12]=3)[C:36]=2[C:35]2[C:30]1=[CH:31][CH:32]=[CH:33][CH:34]=2, predict the reactants needed to synthesize it. The reactants are: [C:1]([O:5][C:6](=[O:22])[CH2:7][N:8]1[CH:12]=[C:11](B2OC(C)(C)C(C)(C)O2)[CH:10]=[N:9]1)([CH3:4])([CH3:3])[CH3:2].Cl[C:24]1[C:36]2[C:35]3[C:30](=[CH:31][CH:32]=[CH:33][CH:34]=3)[C@@:29]([C:38]([F:41])([F:40])[F:39])([OH:37])[C:28]=2[CH:27]=[C:26]([CH3:42])[CH:25]=1.C(=O)([O-])O.[Na+].C1(P(C2CCCCC2)C2C=CC=CC=2C2C(OC)=CC=CC=2OC)CCCCC1. (4) The reactants are: [H-].[Na+].[O:3]1[CH2:6][CH:5]([OH:7])[CH2:4]1.[N:8]1[CH:13]=[CH:12][CH:11]=[CH:10][C:9]=1[O:14][C:15](=O)[O:16]C1C=CC=CN=1. Given the product [C:15](=[O:16])([O:14][C:9]1[CH:10]=[CH:11][CH:12]=[CH:13][N:8]=1)[O:7][CH:5]1[CH2:6][O:3][CH2:4]1, predict the reactants needed to synthesize it. (5) Given the product [CH:44]([N:27]([CH2:26][C@H:10]1[C@H:11]([CH2:13][NH:14][C:15](=[O:25])[C:16]([CH3:24])([C:18]2[CH:23]=[CH:22][CH:21]=[CH:20][CH:19]=2)[CH3:17])[CH2:12][NH:8][CH2:9]1)[C:28](=[O:43])[C:29]1[CH:34]=[CH:33][C:32]([O:35][CH3:36])=[C:31]([O:37][CH2:38][CH2:39][CH2:40][O:41][CH3:42])[CH:30]=1)([CH3:46])[CH3:45], predict the reactants needed to synthesize it. The reactants are: C(OC([N:8]1[CH2:12][C@@H:11]([CH2:13][NH:14][C:15](=[O:25])[C:16]([CH3:24])([C:18]2[CH:23]=[CH:22][CH:21]=[CH:20][CH:19]=2)[CH3:17])[C@H:10]([CH2:26][N:27]([CH:44]([CH3:46])[CH3:45])[C:28](=[O:43])[C:29]2[CH:34]=[CH:33][C:32]([O:35][CH3:36])=[C:31]([O:37][CH2:38][CH2:39][CH2:40][O:41][CH3:42])[CH:30]=2)[CH2:9]1)=O)(C)(C)C. (6) Given the product [OH:1][CH2:2][CH2:3][CH2:4][CH2:5][CH2:6][CH2:7][CH2:8][CH2:9][CH2:10][O:11][C:12]1[CH:17]=[CH:16][N:15]=[C:14]([CH2:18][OH:19])[C:13]=1[CH3:23], predict the reactants needed to synthesize it. The reactants are: [OH:1][CH2:2][CH2:3][CH2:4][CH2:5][CH2:6][CH2:7][CH2:8][CH2:9][CH2:10][O:11][C:12]1[CH:17]=[CH:16][N:15]=[C:14]([CH2:18][O:19]C(=O)C)[C:13]=1[CH3:23].[OH-].[Na+]. (7) Given the product [CH2:29]([N:36]1[CH2:41][CH2:40][N:39]([CH2:12][C:11]2[CH:14]=[CH:15][C:8]([O:7][C:6]3[C:2]([CH3:1])=[N:3][N:4]([C:17]4[N:22]=[C:21]([C:23]5[CH:28]=[CH:27][CH:26]=[CH:25][N:24]=5)[CH:20]=[CH:19][N:18]=4)[C:5]=3[CH3:16])=[CH:9][CH:10]=2)[CH2:38][CH2:37]1)[C:30]1[CH:31]=[CH:32][CH:33]=[CH:34][CH:35]=1, predict the reactants needed to synthesize it. The reactants are: [CH3:1][C:2]1[C:6]([O:7][C:8]2[CH:15]=[CH:14][C:11]([CH:12]=O)=[CH:10][CH:9]=2)=[C:5]([CH3:16])[N:4]([C:17]2[N:22]=[C:21]([C:23]3[CH:28]=[CH:27][CH:26]=[CH:25][N:24]=3)[CH:20]=[CH:19][N:18]=2)[N:3]=1.[CH2:29]([N:36]1[CH2:41][CH2:40][NH:39][CH2:38][CH2:37]1)[C:30]1[CH:35]=[CH:34][CH:33]=[CH:32][CH:31]=1.C(O[BH-](OC(=O)C)OC(=O)C)(=O)C.[Na+]. (8) Given the product [NH:27]1[CH:28]=[N:29][C:25]([C:22]2[CH:21]=[CH:20][C:19]([C:18]3[CH:17]=[N:16][N:13]4[CH:14]=[CH:15][C:10]([N:5]5[C@@H:4]([CH2:1][CH2:2][CH3:3])[CH2:8][O:7][C:6]5=[O:9])=[N:11][C:12]=34)=[CH:24][CH:23]=2)=[N:26]1, predict the reactants needed to synthesize it. The reactants are: [CH2:1]([C@H:4]1[CH2:8][O:7][C:6](=[O:9])[N:5]1[C:10]1[CH:15]=[CH:14][N:13]2[N:16]=[CH:17][C:18]([C:19]3[CH:24]=[CH:23][C:22]([C:25]4[N:29]=[CH:28][N:27](COCC[Si](C)(C)C)[N:26]=4)=[CH:21][CH:20]=3)=[C:12]2[N:11]=1)[CH2:2][CH3:3].FC(F)(F)C(O)=O. (9) Given the product [C:24]([C:26]1[CH:33]=[CH:32][C:29]([CH:30]([C:2]2[N:6]([CH:7]([CH3:9])[CH3:8])[CH:5]=[N:4][CH:3]=2)[OH:31])=[CH:28][CH:27]=1)#[CH:25], predict the reactants needed to synthesize it. The reactants are: Br[C:2]1[N:6]([CH:7]([CH3:9])[CH3:8])[CH:5]=[N:4][CH:3]=1.IC1N(C(C)C)C=NC=1.C([Mg]Cl)(C)C.[C:24]([C:26]1[CH:33]=[CH:32][C:29]([CH:30]=[O:31])=[CH:28][CH:27]=1)#[CH:25].C([O-])(O)=O.[Na+].